Dataset: Full USPTO retrosynthesis dataset with 1.9M reactions from patents (1976-2016). Task: Predict the reactants needed to synthesize the given product. Given the product [CH3:21][O:22][C:23]1[CH:28]=[C:27]([C:2]2[C:6]([CH3:7])=[C:5]([C:8]3[CH:13]=[CH:12][C:11]([O:14][CH3:15])=[CH:10][CH:9]=3)[S:4][C:3]=2[CH:16]2[O:20][CH2:19][CH2:18][O:17]2)[CH:26]=[CH:25][CH:24]=1, predict the reactants needed to synthesize it. The reactants are: Br[C:2]1[C:6]([CH3:7])=[C:5]([C:8]2[CH:13]=[CH:12][C:11]([O:14][CH3:15])=[CH:10][CH:9]=2)[S:4][C:3]=1[CH:16]1[O:20][CH2:19][CH2:18][O:17]1.[CH3:21][O:22][C:23]1[CH:24]=[C:25](B(O)O)[CH:26]=[CH:27][CH:28]=1.C([O-])([O-])=O.[K+].[K+].C(OCC)(=O)C.CCCCCC.